This data is from Reaction yield outcomes from USPTO patents with 853,638 reactions. The task is: Predict the reaction yield, written as a fraction of the theoretical maximum amount of product (1.0 means a 100% yield; for example, 0.34 means a 34% yield). (1) The reactants are [OH:1][CH:2]1[CH2:7][CH2:6][N:5]([C:8]([O:10][C:11]([CH3:14])([CH3:13])[CH3:12])=[O:9])[CH2:4][CH2:3]1.[F:15][C:16]1[CH:17]=[CH:18][C:19](O)=[N:20][CH:21]=1.C(OC(N=NC(OC(C)C)=O)=O)(C)C.C1(P(C2C=CC=CC=2)C2C=CC=CC=2)C=CC=CC=1. The catalyst is O1CCCC1. The product is [F:15][C:16]1[CH:17]=[CH:18][C:19]([O:1][CH:2]2[CH2:3][CH2:4][N:5]([C:8]([O:10][C:11]([CH3:14])([CH3:13])[CH3:12])=[O:9])[CH2:6][CH2:7]2)=[N:20][CH:21]=1. The yield is 0.950. (2) The reactants are [C:1]([C:4]1[CH:12]=[CH:11][C:7]2[O:8][CH2:9][CH2:10][C:6]=2[CH:5]=1)(=O)[CH3:2].[C:13]([CH2:15][C:16]([O:18][CH3:19])=[O:17])#[N:14].C(N)C1C=CC=CC=1.C(O)(=O)C. The catalyst is C1(C)C=CC=CC=1. The product is [CH3:19][O:18][C:16](=[O:17])/[C:15](/[C:13]#[N:14])=[C:1](/[C:4]1[CH:12]=[CH:11][C:7]2[O:8][CH2:9][CH2:10][C:6]=2[CH:5]=1)\[CH3:2]. The yield is 0.600.